Predict which catalyst facilitates the given reaction. From a dataset of Catalyst prediction with 721,799 reactions and 888 catalyst types from USPTO. Reactant: [CH3:1][C:2]1[C:3]([C:19]([O:21][CH2:22][CH3:23])=[O:20])=[C:4]2[CH:9]=[CH:8][CH:7]=[N:6][N:5]2[C:10]=1[CH:11]([CH:13]1[CH2:18][CH2:17][NH:16][CH2:15][CH2:14]1)[CH3:12].[CH2:24]=O.[Na]. The catalyst class is: 7. Product: [CH3:1][C:2]1[C:3]([C:19]([O:21][CH2:22][CH3:23])=[O:20])=[C:4]2[CH:9]=[CH:8][CH:7]=[N:6][N:5]2[C:10]=1[CH:11]([CH:13]1[CH2:18][CH2:17][N:16]([CH3:24])[CH2:15][CH2:14]1)[CH3:12].